Dataset: Forward reaction prediction with 1.9M reactions from USPTO patents (1976-2016). Task: Predict the product of the given reaction. Given the reactants [NH2:17][C:16]1[CH:18]=[CH:19][C:20]([O:22][C:23]([F:24])([F:25])[F:26])=[CH:21][C:15]=1[S:14][S:14][C:15]1[CH:21]=[C:20]([O:22][C:23]([F:26])([F:25])[F:24])[CH:19]=[CH:18][C:16]=1[NH2:17].[CH2:27]1[C:29]2([CH2:34][C:33](=O)[CH2:32][C:31](=[O:36])[NH:30]2)[CH2:28]1, predict the reaction product. The product is: [F:26][C:23]([F:24])([F:25])[O:22][C:20]1[CH:19]=[CH:18][C:16]2[NH:17][C:33]3[CH2:34][C:29]4([NH:30][C:31](=[O:36])[C:32]=3[S:14][C:15]=2[CH:21]=1)[CH2:27][CH2:28]4.